Dataset: Peptide-MHC class II binding affinity with 134,281 pairs from IEDB. Task: Regression. Given a peptide amino acid sequence and an MHC pseudo amino acid sequence, predict their binding affinity value. This is MHC class II binding data. (1) The peptide sequence is DVVPEKYTIGATYAP. The MHC is DRB1_0301 with pseudo-sequence DRB1_0301. The binding affinity (normalized) is 0.204. (2) The peptide sequence is IGKLFTQTMKGVERL. The binding affinity (normalized) is 0.351. The MHC is HLA-DQA10501-DQB10302 with pseudo-sequence HLA-DQA10501-DQB10302. (3) The binding affinity (normalized) is 0.625. The MHC is DRB1_1201 with pseudo-sequence DRB1_1201. The peptide sequence is CELQIVDKIDAAFKI. (4) The binding affinity (normalized) is 0.319. The peptide sequence is IKRIHEYKRQLMNIL. The MHC is DRB1_0301 with pseudo-sequence DRB1_0301. (5) The peptide sequence is EKPGNRNPYENLLYK. The MHC is DRB1_0101 with pseudo-sequence DRB1_0101. The binding affinity (normalized) is 0.194. (6) The binding affinity (normalized) is 0.186. The peptide sequence is SQDLELSVNLNGLQAY. The MHC is DRB1_0401 with pseudo-sequence DRB1_0401. (7) The peptide sequence is VLGLPAIKAWVAKRP. The MHC is DRB1_1101 with pseudo-sequence DRB1_1101. The binding affinity (normalized) is 0.362. (8) The peptide sequence is RSLWIIFSKNLNIKL. The MHC is HLA-DQA10102-DQB10602 with pseudo-sequence HLA-DQA10102-DQB10602. The binding affinity (normalized) is 0.385.